From a dataset of Forward reaction prediction with 1.9M reactions from USPTO patents (1976-2016). Predict the product of the given reaction. (1) Given the reactants [F:1][C:2]1[CH:7]=[C:6]([N:8]=NC2C=CC=CC=2)[C:5]([F:16])=[CH:4][C:3]=1[OH:17], predict the reaction product. The product is: [NH2:8][C:6]1[C:5]([F:16])=[CH:4][C:3]([OH:17])=[C:2]([F:1])[CH:7]=1. (2) Given the reactants [Cl:1][C:2]1[CH:3]=[CH:4][C:5]([C:9]2[N:13]([CH2:14][C:15]3[CH:20]=[CH:19][CH:18]=[C:17]([Cl:21])[CH:16]=3)[C:12]3[CH:22]=[C:23]([F:27])[C:24]([F:26])=[CH:25][C:11]=3[N:10]=2)=[C:6]([OH:8])[CH:7]=1.[CH3:28][O:29][C:30](=[O:41])[CH2:31][O:32][C:33]1[CH:38]=[CH:37][C:36]([CH2:39]Br)=[CH:35][CH:34]=1, predict the reaction product. The product is: [CH3:28][O:29][C:30](=[O:41])[CH2:31][O:32][C:33]1[CH:38]=[CH:37][C:36]([CH2:39][O:8][C:6]2[CH:7]=[C:2]([Cl:1])[CH:3]=[CH:4][C:5]=2[C:9]2[N:13]([CH2:14][C:15]3[CH:20]=[CH:19][CH:18]=[C:17]([Cl:21])[CH:16]=3)[C:12]3[CH:22]=[C:23]([F:27])[C:24]([F:26])=[CH:25][C:11]=3[N:10]=2)=[CH:35][CH:34]=1. (3) Given the reactants [C:1]([OH:6])(=O)[CH:2]([CH3:4])[CH3:3].C(N(CC)CC)C.ON1C2C=CC=CC=2N=N1.Cl.C(N=C=NCCCN(C)C)C.[N:36]1([C:42]([O:44][C:45]([CH3:48])([CH3:47])[CH3:46])=[O:43])[CH2:41][CH2:40][NH:39][CH2:38][CH2:37]1, predict the reaction product. The product is: [C:1]([N:39]1[CH2:38][CH2:37][N:36]([C:42]([O:44][C:45]([CH3:48])([CH3:47])[CH3:46])=[O:43])[CH2:41][CH2:40]1)(=[O:6])[CH:2]([CH3:4])[CH3:3]. (4) Given the reactants Cl[C:2]1[N:7]=[N:6][C:5]([NH2:8])=[CH:4][CH:3]=1.CC1(C)C(C)(C)OB([C:17]2[CH:18]=[C:19]([CH:24]=[CH:25][CH:26]=2)[C:20]([O:22][CH3:23])=[O:21])O1.CC(C1C=C(C(C)C)C(C2C=CC=CC=2P(C2CCCCC2)C2CCCCC2)=C(C(C)C)C=1)C.C([O-])([O-])=O.[Na+].[Na+], predict the reaction product. The product is: [NH2:8][C:5]1[N:6]=[N:7][C:2]([C:17]2[CH:18]=[C:19]([CH:24]=[CH:25][CH:26]=2)[C:20]([O:22][CH3:23])=[O:21])=[CH:3][CH:4]=1. (5) Given the reactants Br[C:2]1[CH:3]=[C:4]([CH:9]=[CH:10][N:11]=1)[C:5]([O:7][CH3:8])=[O:6].[F:12][C:13]([F:24])([F:23])[C:14]1[CH:15]=[C:16](B(O)O)[CH:17]=[CH:18][CH:19]=1.C(=O)([O-])[O-].[K+].[K+].O, predict the reaction product. The product is: [F:12][C:13]([F:24])([F:23])[C:14]1[CH:19]=[C:18]([C:2]2[CH:3]=[C:4]([CH:9]=[CH:10][N:11]=2)[C:5]([O:7][CH3:8])=[O:6])[CH:17]=[CH:16][CH:15]=1. (6) Given the reactants [NH4+].[Cl-].[C:3]([N:11]1[CH2:16][CH2:15][N:14]([C:17](=[O:31])[C:18]([C:20]2[C:28]3[C:23](=[N:24][C:25](C#N)=[CH:26][CH:27]=3)[NH:22][CH:21]=2)=[O:19])[C@H:13]([CH3:32])[CH2:12]1)(=[O:10])[C:4]1[CH:9]=[CH:8][CH:7]=[CH:6][CH:5]=1.[N-:33]=[N+:34]=[N-:35].[Na+].[CH3:37][N:38](C=O)C, predict the reaction product. The product is: [C:3]([N:11]1[CH2:16][CH2:15][N:14]([C:17](=[O:31])[C:18]([C:20]2[C:28]3[C:23](=[N:24][C:25]([N:33]4[CH:37]=[N:38][N:35]=[N:34]4)=[CH:26][CH:27]=3)[NH:22][CH:21]=2)=[O:19])[C@H:13]([CH3:32])[CH2:12]1)(=[O:10])[C:4]1[CH:9]=[CH:8][CH:7]=[CH:6][CH:5]=1. (7) Given the reactants Cl[C:2]1[N:3]=[CH:4][C:5]2[N:10]=[N:9][N:8]([C:11]3[CH:16]=[CH:15][C:14]([O:17][CH3:18])=[CH:13][CH:12]=3)[C:6]=2[N:7]=1.Cl.[C:20]([O:24][C:25](=[O:27])[NH2:26])([CH3:23])([CH3:22])[CH3:21].C([N:30]([CH:34]([CH3:36])[CH3:35])C(C)C)C.CO[CH2:39][CH2:40]O, predict the reaction product. The product is: [C:20]([O:24][C:25](=[O:27])[NH:26][C@H:39]1[CH2:40][CH2:35][C@@H:34]([NH:30][C:2]2[N:3]=[CH:4][C:5]3[N:10]=[N:9][N:8]([C:11]4[CH:16]=[CH:15][C:14]([O:17][CH3:18])=[CH:13][CH:12]=4)[C:6]=3[N:7]=2)[CH2:36]1)([CH3:23])([CH3:22])[CH3:21]. (8) Given the reactants [C:1]([O:5][C:6]([N:8]1[C@@H:13]([CH3:14])[CH2:12][N:11]2[N:15]=[CH:16][C:17]([N:18]3[C:22](=[O:23])[CH2:21][C:20]([CH3:27])([C:24](O)=[O:25])[CH2:19]3)=[C:10]2[CH2:9]1)=[O:7])([CH3:4])([CH3:3])[CH3:2].Cl.[F:29][C:30]1([F:35])[CH2:34][CH2:33][NH:32][CH2:31]1.CCN(C(C)C)C(C)C.CN(C(ON1N=NC2C=CC=NC1=2)=[N+](C)C)C.F[P-](F)(F)(F)(F)F, predict the reaction product. The product is: [F:29][C:30]1([F:35])[CH2:34][CH2:33][N:32]([C:24]([C:20]2([CH3:27])[CH2:19][N:18]([C:17]3[CH:16]=[N:15][N:11]4[CH2:12][C@H:13]([CH3:14])[N:8]([C:6]([O:5][C:1]([CH3:4])([CH3:3])[CH3:2])=[O:7])[CH2:9][C:10]=34)[C:22](=[O:23])[CH2:21]2)=[O:25])[CH2:31]1.